This data is from Peptide-MHC class II binding affinity with 134,281 pairs from IEDB. The task is: Regression. Given a peptide amino acid sequence and an MHC pseudo amino acid sequence, predict their binding affinity value. This is MHC class II binding data. (1) The peptide sequence is RHNWVNHAVPLAMKLI. The MHC is DRB1_1302 with pseudo-sequence DRB1_1302. The binding affinity (normalized) is 0.874. (2) The peptide sequence is KVSDDITYVATATLP. The MHC is DRB1_1501 with pseudo-sequence DRB1_1501. The binding affinity (normalized) is 0.430. (3) The peptide sequence is DIKVQFQSGGNNSPA. The MHC is DRB3_0202 with pseudo-sequence DRB3_0202. The binding affinity (normalized) is 0.126.